Dataset: Forward reaction prediction with 1.9M reactions from USPTO patents (1976-2016). Task: Predict the product of the given reaction. Given the reactants [CH2:1]([NH:5][C:6]1[CH:7]=[C:8]([CH:27]=[C:28]([O:30][CH3:31])[N:29]=1)[C:9]([NH:11][CH:12]([CH:20]1[CH2:24][CH:23]([CH3:25])[C:22](=[O:26])[O:21]1)[CH2:13][CH:14]([CH3:19])[CH2:15][CH2:16][CH:17]=[CH2:18])=[O:10])[CH2:2]C=C, predict the reaction product. The product is: [CH3:31][O:30][C:28]1[N:29]=[C:6]2[CH:7]=[C:8]([C:9](=[O:10])[NH:11][CH:12]([CH:20]3[CH2:24][CH:23]([CH3:25])[C:22](=[O:26])[O:21]3)[CH2:13][CH:14]([CH3:19])[CH2:15][CH2:16][CH:17]=[CH:18][CH2:2][CH2:1][NH:5]2)[CH:27]=1.